This data is from Forward reaction prediction with 1.9M reactions from USPTO patents (1976-2016). The task is: Predict the product of the given reaction. (1) Given the reactants FC(F)(F)C(O)=O.[CH2:8]([O:12][C:13]1[N:21]=[C:20]2[C:16]([N:17]=[C:18]([O:22][CH3:23])[NH:19]2)=[C:15]([NH2:24])[N:14]=1)[CH2:9][CH2:10][CH3:11], predict the reaction product. The product is: [CH2:8]([O:12][C:13]1[N:21]=[C:20]2[C:16]([N:17]=[C:18]([O:22][CH3:23])[NH:19]2)=[C:15]([NH2:24])[N:14]=1)[CH2:9][CH2:10][CH3:11]. (2) The product is: [CH3:1][C:2]1[CH:7]=[C:6]([N+:8]([O-:10])=[O:9])[CH:5]=[CH:4][C:3]=1[N:11]=[C:12]1[N:14]([C@@H:15]([CH:17]2[CH2:22][CH2:21][CH2:20][CH2:19][CH2:18]2)[CH3:16])[C:25](=[O:26])[CH:24]([C:28]2[CH:33]=[CH:32][CH:31]=[CH:30][CH:29]=2)[S:13]1. Given the reactants [CH3:1][C:2]1[CH:7]=[C:6]([N+:8]([O-:10])=[O:9])[CH:5]=[CH:4][C:3]=1[N:11]=[C:12]=[S:13].[NH2:14][C@@H:15]([CH:17]1[CH2:22][CH2:21][CH2:20][CH2:19][CH2:18]1)[CH3:16].Cl[CH:24]([C:28]1[CH:33]=[CH:32][CH:31]=[CH:30][CH:29]=1)[C:25](O)=[O:26], predict the reaction product. (3) The product is: [Br:12][C:5]1[CH:6]=[CH:7][C:2]([CH3:1])=[C:3]([N+:9]([O-:11])=[O:10])[C:4]=1[CH3:8]. Given the reactants [CH3:1][C:2]1[CH:7]=[CH:6][CH:5]=[C:4]([CH3:8])[C:3]=1[N+:9]([O-:11])=[O:10].[Br:12]N1C(=O)CCC1=O, predict the reaction product. (4) Given the reactants CNC(O[C:6]1[C:15]2C(=CC=CC=2)C=C[CH:7]=1)=O.[C:16]([O:22][CH2:23][CH3:24])(=[O:21])[CH2:17][CH2:18][C:19]#[CH:20].C(Br)C=C, predict the reaction product. The product is: [C:16]([O:22][CH2:23][CH3:24])(=[O:21])[CH2:17][CH2:18][C:19]#[C:20][CH2:15][CH:6]=[CH2:7]. (5) Given the reactants [O:1]=[C:2]1[C:6]2[CH:7]=[CH:8][C:9]([CH2:11][CH:12]=O)=[CH:10][C:5]=2[CH2:4][O:3]1.[F:14][C:15]([F:30])([F:29])[CH:16]1[NH:21][CH2:20][CH2:19][N:18]([C:22]([O:24][C:25]([CH3:28])([CH3:27])[CH3:26])=[O:23])[CH2:17]1.C([BH3-])#N.[Na+], predict the reaction product. The product is: [O:1]=[C:2]1[C:6]2[CH:7]=[CH:8][C:9]([CH2:11][CH2:12][N:21]3[CH2:20][CH2:19][N:18]([C:22]([O:24][C:25]([CH3:27])([CH3:28])[CH3:26])=[O:23])[CH2:17][CH:16]3[C:15]([F:29])([F:14])[F:30])=[CH:10][C:5]=2[CH2:4][O:3]1.